This data is from Forward reaction prediction with 1.9M reactions from USPTO patents (1976-2016). The task is: Predict the product of the given reaction. (1) The product is: [CH3:1][O:2][C@H:3]1[C@@H:7]2[O:8][C:9]([CH3:12])([CH3:11])[O:10][C@@H:6]2[C@@H:5]([C:13]2[NH:17][CH:16]=[N:15][N:14]=2)[O:4]1. Given the reactants [CH3:1][O:2][C@H:3]1[C@@H:7]2[O:8][C:9]([CH3:12])([CH3:11])[O:10][C@@H:6]2[C@@H:5]([C:13]2[N:17](CC3C=CC=CC=3)[CH:16]=[N:15][N:14]=2)[O:4]1, predict the reaction product. (2) Given the reactants C(C1C=CC(NC2N=C(NCCC)C(C#CCC[CH2:24][NH:25][C:26](=[O:31])[C@@H:27](NC)[CH3:28])=CN=2)=CC=1)#N.Cl.[CH3:33][N:34]([CH3:41])[CH2:35]/C=C/C(O)=O.ClC(OCC(C)C)=O.C(=O)([O-])O.[Na+], predict the reaction product. The product is: [CH3:33][N:34]([CH3:41])[CH2:35][CH:28]=[CH:27][C:26]([NH:25][CH3:24])=[O:31].